Dataset: Forward reaction prediction with 1.9M reactions from USPTO patents (1976-2016). Task: Predict the product of the given reaction. The product is: [Cl:36][C:31]1[N:11]([CH2:16][CH:15]2[CH2:12][CH2:13][CH2:14]2)[C:5](=[O:10])[N:6]([CH3:7])[C:34](=[O:35])[CH:30]=1. Given the reactants ClCC1N[C:7](=O)[NH:6][C:5](=[O:10])C=1.[N:11]1[CH:16]=[CH:15][CH:14]=[CH:13][C:12]=1P(C1C=CC=CC=1)C1C=CC=CC=1.[CH:30]1([CH2:34][OH:35])CC[CH2:31]1.[ClH:36], predict the reaction product.